From a dataset of Reaction yield outcomes from USPTO patents with 853,638 reactions. Predict the reaction yield, written as a fraction of the theoretical maximum amount of product (1.0 means a 100% yield; for example, 0.34 means a 34% yield). The reactants are [CH3:1][O:2][C:3]1[CH:4]=[C:5]2[C:9](=[CH:10][CH:11]=1)[NH:8][C:7](=[O:12])[CH2:6]2.[O:13]1[CH2:18][CH2:17][N:16]([C:19]2[N:24]=[CH:23][C:22]([C:25]3[C:33]4[C:28](=[CH:29][C:30]([CH:34]=O)=[CH:31][CH:32]=4)[N:27]([CH2:36][O:37][CH2:38][CH2:39][Si:40]([CH3:43])([CH3:42])[CH3:41])[N:26]=3)=[CH:21][CH:20]=2)[CH2:15][CH2:14]1.N1CCCCC1. The catalyst is CO. The product is [CH3:1][O:2][C:3]1[CH:4]=[C:5]2[C:9](=[CH:10][CH:11]=1)[NH:8][C:7](=[O:12])/[C:6]/2=[CH:34]/[C:30]1[CH:29]=[C:28]2[C:33]([C:25]([C:22]3[CH:23]=[N:24][C:19]([N:16]4[CH2:17][CH2:18][O:13][CH2:14][CH2:15]4)=[CH:20][CH:21]=3)=[N:26][N:27]2[CH2:36][O:37][CH2:38][CH2:39][Si:40]([CH3:43])([CH3:41])[CH3:42])=[CH:32][CH:31]=1. The yield is 0.630.